Dataset: Reaction yield outcomes from USPTO patents with 853,638 reactions. Task: Predict the reaction yield, written as a fraction of the theoretical maximum amount of product (1.0 means a 100% yield; for example, 0.34 means a 34% yield). The reactants are Cl.[NH2:2][CH:3]1[CH2:7][CH2:6][N:5]([C:8]2[N:9]=[C:10]([NH:17][C:18]3[CH:23]=[CH:22][C:21]([O:24][CH3:25])=[C:20]([O:26][CH3:27])[N:19]=3)[C:11]3[N:16]=[CH:15][S:14][C:12]=3[N:13]=2)[CH2:4]1.[CH3:28][O:29][C:30]([C:32]1[CH:40]=[CH:39][C:35]([C:36](O)=[O:37])=[CH:34][CH:33]=1)=[O:31].CN(C(ON1N=NC2C=CC=NC1=2)=[N+](C)C)C.F[P-](F)(F)(F)(F)F.CCN(C(C)C)C(C)C.CCN=C=NCCCN(C)C. The catalyst is CN(C=O)C.CN(C1C=CN=CC=1)C. The product is [CH3:25][O:24][C:21]1[CH:22]=[CH:23][C:18]([NH:17][C:10]2[C:11]3[N:16]=[CH:15][S:14][C:12]=3[N:13]=[C:8]([N:5]3[CH2:6][CH2:7][CH:3]([NH:2][C:36]([C:35]4[CH:39]=[CH:40][C:32]([C:30]([O:29][CH3:28])=[O:31])=[CH:33][CH:34]=4)=[O:37])[CH2:4]3)[N:9]=2)=[N:19][C:20]=1[O:26][CH3:27]. The yield is 0.940.